Predict the reaction yield, written as a fraction of the theoretical maximum amount of product (1.0 means a 100% yield; for example, 0.34 means a 34% yield). From a dataset of Reaction yield outcomes from USPTO patents with 853,638 reactions. No catalyst specified. The yield is 0.440. The reactants are [CH3:1][O:2][C:3]1[CH:4]=[C:5]([CH:11]2[CH2:16][CH:15]([C:17]([F:20])([F:19])[F:18])[N:14]3[N:21]=[C:22]([C:24]4[CH:29]=[CH:28][N:27]=[C:26]([C:30](O)=[O:31])[CH:25]=4)[CH:23]=[C:13]3[NH:12]2)[CH:6]=[CH:7][C:8]=1[O:9][CH3:10].[N:33]1([C:39]([O:41][C:42]([CH3:45])([CH3:44])[CH3:43])=[O:40])[CH2:38][CH2:37][NH:36][CH2:35][CH2:34]1. The product is [CH3:1][O:2][C:3]1[CH:4]=[C:5]([CH:11]2[CH2:16][CH:15]([C:17]([F:20])([F:18])[F:19])[N:14]3[N:21]=[C:22]([C:24]4[CH:29]=[CH:28][N:27]=[C:26]([C:30]([N:36]5[CH2:35][CH2:34][N:33]([C:39]([O:41][C:42]([CH3:45])([CH3:44])[CH3:43])=[O:40])[CH2:38][CH2:37]5)=[O:31])[CH:25]=4)[CH:23]=[C:13]3[NH:12]2)[CH:6]=[CH:7][C:8]=1[O:9][CH3:10].